From a dataset of Forward reaction prediction with 1.9M reactions from USPTO patents (1976-2016). Predict the product of the given reaction. (1) Given the reactants C(Cl)(=O)C(Cl)=O.CS(C)=O.[C:11]([O:14][C@@H:15]1[C@@H:20]([O:21][C:22](=[O:24])[CH3:23])[C@H:19]([O:25][C:26](=[O:28])[CH3:27])[C@@H:18]([O:29][CH3:30])[O:17][C@H:16]1[C:31]1[CH:36]=[CH:35][C:34]([Cl:37])=[C:33]([CH2:38][C:39]2[CH:44]=[CH:43][C:42]([O:45][CH2:46][CH2:47][OH:48])=[CH:41][CH:40]=2)[CH:32]=1)(=[O:13])[CH3:12].CCN(CC)CC, predict the reaction product. The product is: [C:11]([O:14][C@@H:15]1[C@@H:20]([O:21][C:22](=[O:24])[CH3:23])[C@H:19]([O:25][C:26](=[O:28])[CH3:27])[C@@H:18]([O:29][CH3:30])[O:17][C@H:16]1[C:31]1[CH:36]=[CH:35][C:34]([Cl:37])=[C:33]([CH2:38][C:39]2[CH:44]=[CH:43][C:42]([O:45][CH2:46][CH:47]=[O:48])=[CH:41][CH:40]=2)[CH:32]=1)(=[O:13])[CH3:12]. (2) Given the reactants [C:1]1([CH:7]([C:38]2[CH:43]=[CH:42][CH:41]=[CH:40][CH:39]=2)[CH2:8][NH:9][C:10]2[N:18]=[C:17]([CH2:19][NH:20][C:21]([NH:23][CH2:24][CH2:25][N:26]3[CH2:31][CH2:30][CH2:29][CH2:28][CH2:27]3)=[O:22])[N:16]=[C:15]3[C:11]=2[N:12]=[CH:13][N:14]3C2CCCCO2)[CH:6]=[CH:5][CH:4]=[CH:3][CH:2]=1.Cl, predict the reaction product. The product is: [C:38]1([CH:7]([C:1]2[CH:6]=[CH:5][CH:4]=[CH:3][CH:2]=2)[CH2:8][NH:9][C:10]2[N:18]=[C:17]([CH2:19][NH:20][C:21]([NH:23][CH2:24][CH2:25][N:26]3[CH2:31][CH2:30][CH2:29][CH2:28][CH2:27]3)=[O:22])[N:16]=[C:15]3[C:11]=2[N:12]=[CH:13][NH:14]3)[CH:39]=[CH:40][CH:41]=[CH:42][CH:43]=1. (3) The product is: [CH3:1][N:2]1[C:14]2[C:13]3[N:12]=[CH:11][CH:10]=[CH:9][C:8]=3[CH2:7][CH2:6][C:5]=2[C:4]([C:15]([OH:17])=[O:16])=[N:3]1. Given the reactants [CH3:1][N:2]1[C:14]2[C:13]3[N:12]=[CH:11][CH:10]=[CH:9][C:8]=3[CH2:7][CH2:6][C:5]=2[C:4]([C:15]([O:17]CC)=[O:16])=[N:3]1.[OH-].[Li+].Cl, predict the reaction product. (4) Given the reactants Br[C:2]1[CH:10]=[CH:9][C:8]([CH3:11])=[CH:7][C:3]=1[C:4]([OH:6])=[O:5].[NH:12]1[CH:16]=[CH:15][N:14]=[N:13]1.CN[C@H]1CCCC[C@@H]1NC.C([O-])([O-])=O.[Cs+].[Cs+], predict the reaction product. The product is: [CH3:11][C:8]1[CH:9]=[CH:10][C:2]([N:13]2[N:14]=[CH:15][CH:16]=[N:12]2)=[C:3]([CH:7]=1)[C:4]([OH:6])=[O:5]. (5) Given the reactants [Na].[Cl:2][C:3]1[CH:4]=[C:5]([CH:18]=[CH:19][CH:20]=1)[C:6]([C:11]1[CH:16]=[CH:15][CH:14]=[C:13]([Cl:17])[CH:12]=1)([OH:10])[C:7]([OH:9])=[O:8].[CH3:21]I.O, predict the reaction product. The product is: [Cl:2][C:3]1[CH:4]=[C:5]([CH:18]=[CH:19][CH:20]=1)[C:6]([C:11]1[CH:16]=[CH:15][CH:14]=[C:13]([Cl:17])[CH:12]=1)([OH:10])[C:7]([O:9][CH3:21])=[O:8]. (6) Given the reactants O.O.[OH:3][C:4]1[CH:9]=[CH:8][C:7]([S:10]([O-:13])(=O)=[O:11])=[CH:6][CH:5]=1.[Na+].O.S(Cl)([Cl:18])=O.CN(C=O)C, predict the reaction product. The product is: [OH:3][C:4]1[CH:9]=[CH:8][C:7]([S:10]([Cl:18])(=[O:13])=[O:11])=[CH:6][CH:5]=1. (7) Given the reactants [F:1][C:2]1[CH:3]=[CH:4][C:5]([CH3:12])=[C:6]2[C:11]=1[O:10][CH2:9][CH2:8][CH2:7]2.[Cl-].[Al+3].[Cl-].[Cl-].[C:17]1(=[O:27])[C:25]2[C:20](=[CH:21][CH:22]=[CH:23][CH:24]=2)[C:19](=[O:26])[O:18]1.O, predict the reaction product. The product is: [F:1][C:2]1[CH:3]=[C:4]([C:19]([C:20]2[CH:21]=[CH:22][CH:23]=[CH:24][C:25]=2[C:17]([OH:27])=[O:18])=[O:26])[C:5]([CH3:12])=[C:6]2[C:11]=1[O:10][CH2:9][CH2:8][CH2:7]2. (8) Given the reactants [OH:1][C@H:2]1[CH2:7][CH2:6][C@H:5]([N:8]2[C:13](=[O:14])[C:12]([CH2:15][C:16]3[CH:21]=[CH:20][C:19]([C:22]4[C:23]([C:28]#[N:29])=[CH:24][CH:25]=[CH:26][CH:27]=4)=[CH:18][CH:17]=3)=[C:11]([CH2:30][CH2:31][CH3:32])[N:10]3[N:33]=[CH:34][CH:35]=[C:9]23)[CH2:4][CH2:3]1.Br[CH2:37][C:38]([O:40][C:41]([CH3:44])([CH3:43])[CH3:42])=[O:39].Cl, predict the reaction product. The product is: [C:41]([O:40][C:38](=[O:39])[CH2:37][O:1][C@H:2]1[CH2:3][CH2:4][C@H:5]([N:8]2[C:13](=[O:14])[C:12]([CH2:15][C:16]3[CH:21]=[CH:20][C:19]([C:22]4[CH:27]=[CH:26][CH:25]=[CH:24][C:23]=4[C:28]#[N:29])=[CH:18][CH:17]=3)=[C:11]([CH2:30][CH2:31][CH3:32])[N:10]3[N:33]=[CH:34][CH:35]=[C:9]23)[CH2:6][CH2:7]1)([CH3:44])([CH3:43])[CH3:42].